Dataset: Reaction yield outcomes from USPTO patents with 853,638 reactions. Task: Predict the reaction yield, written as a fraction of the theoretical maximum amount of product (1.0 means a 100% yield; for example, 0.34 means a 34% yield). (1) The reactants are Cl[C:2]1[N:6]([CH2:7][C:8]2[CH:13]=[CH:12][C:11]([C:14]3[CH:19]=[CH:18][CH:17]=[CH:16][C:15]=3[C:20]#[N:21])=[CH:10][CH:9]=2)[C:5]2[C:22]([C:26]([O:28][CH3:29])=[O:27])=[CH:23][CH:24]=[CH:25][C:4]=2[N:3]=1.[NH:30]1[CH2:35][CH2:34][O:33][CH2:32][CH2:31]1. No catalyst specified. The product is [C:20]([C:15]1[CH:16]=[CH:17][CH:18]=[CH:19][C:14]=1[C:11]1[CH:12]=[CH:13][C:8]([CH2:7][N:6]2[C:5]3[C:22]([C:26]([O:28][CH3:29])=[O:27])=[CH:23][CH:24]=[CH:25][C:4]=3[N:3]=[C:2]2[N:30]2[CH2:35][CH2:34][O:33][CH2:32][CH2:31]2)=[CH:9][CH:10]=1)#[N:21]. The yield is 0.770. (2) The reactants are [CH:1]([O:4][C:5]1[CH:9]=[C:8]([CH2:10][CH2:11][C:12]([O:14][CH2:15][CH3:16])=[O:13])[NH:7][N:6]=1)([CH3:3])[CH3:2].[H-].[Na+].[Cl:19][C:20]1[CH:27]=[C:26]([F:28])[CH:25]=[CH:24][C:21]=1[CH2:22]Br.Cl. The catalyst is CN(C)C=O. The product is [Cl:19][C:20]1[CH:27]=[C:26]([F:28])[CH:25]=[CH:24][C:21]=1[CH2:22][N:7]1[C:8]([CH2:10][CH2:11][C:12]([O:14][CH2:15][CH3:16])=[O:13])=[CH:9][C:5]([O:4][CH:1]([CH3:3])[CH3:2])=[N:6]1. The yield is 0.480.